Dataset: NCI-60 drug combinations with 297,098 pairs across 59 cell lines. Task: Regression. Given two drug SMILES strings and cell line genomic features, predict the synergy score measuring deviation from expected non-interaction effect. (1) Drug 1: CCC(=C(C1=CC=CC=C1)C2=CC=C(C=C2)OCCN(C)C)C3=CC=CC=C3.C(C(=O)O)C(CC(=O)O)(C(=O)O)O. Drug 2: CN(C(=O)NC(C=O)C(C(C(CO)O)O)O)N=O. Cell line: MDA-MB-231. Synergy scores: CSS=5.20, Synergy_ZIP=-2.46, Synergy_Bliss=-1.93, Synergy_Loewe=-3.49, Synergy_HSA=-2.24. (2) Drug 1: CC1=CC=C(C=C1)C2=CC(=NN2C3=CC=C(C=C3)S(=O)(=O)N)C(F)(F)F. Drug 2: C1CNP(=O)(OC1)N(CCCl)CCCl. Cell line: 786-0. Synergy scores: CSS=-1.05, Synergy_ZIP=5.04, Synergy_Bliss=-1.75, Synergy_Loewe=-1.44, Synergy_HSA=-1.63. (3) Drug 1: CCN(CC)CCNC(=O)C1=C(NC(=C1C)C=C2C3=C(C=CC(=C3)F)NC2=O)C. Drug 2: CCC1(C2=C(COC1=O)C(=O)N3CC4=CC5=C(C=CC(=C5CN(C)C)O)N=C4C3=C2)O.Cl. Cell line: NCI-H522. Synergy scores: CSS=27.8, Synergy_ZIP=4.77, Synergy_Bliss=-1.03, Synergy_Loewe=-17.2, Synergy_HSA=1.63. (4) Synergy scores: CSS=19.4, Synergy_ZIP=-2.06, Synergy_Bliss=-1.54, Synergy_Loewe=-5.53, Synergy_HSA=0.856. Drug 1: C1CN1C2=NC(=NC(=N2)N3CC3)N4CC4. Drug 2: CN(C)N=NC1=C(NC=N1)C(=O)N. Cell line: BT-549.